From a dataset of Full USPTO retrosynthesis dataset with 1.9M reactions from patents (1976-2016). Predict the reactants needed to synthesize the given product. Given the product [Br:6][C:7]1[CH:8]=[C:9]2[C:13](=[CH:14][CH:15]=1)[NH:12][N:11]=[C:10]2[C:16]([O:18][CH3:19])=[O:17], predict the reactants needed to synthesize it. The reactants are: S(=O)(=O)(O)O.[Br:6][C:7]1[CH:8]=[C:9]2[C:13](=[CH:14][CH:15]=1)[NH:12][N:11]=[C:10]2[C:16]([OH:18])=[O:17].[CH3:19]O.